Dataset: Full USPTO retrosynthesis dataset with 1.9M reactions from patents (1976-2016). Task: Predict the reactants needed to synthesize the given product. (1) Given the product [OH:8][C:6]1[C:5]([NH:4][C:1](=[O:3])[CH3:2])=[C:11]([OH:13])[N:20]=[C:17]([CH3:18])[N:19]=1, predict the reactants needed to synthesize it. The reactants are: [C:1]([NH:4][CH:5]([C:11]([O:13]CC)=O)[C:6]([O:8]CC)=O)(=[O:3])[CH3:2].Cl.[C:17]([NH2:20])(=[NH:19])[CH3:18].C[O-].[Na+]. (2) Given the product [C:9]([N:1]1[CH2:8][CH2:7][CH2:6][CH:2]1[C:3](=[O:5])[CH3:17])(=[O:11])[CH3:10], predict the reactants needed to synthesize it. The reactants are: [NH:1]1[CH2:8][CH2:7][CH2:6][C@H:2]1[C:3]([OH:5])=O.[C:9](OC(=O)C)(=[O:11])[CH3:10].N1C=CC=C[CH:17]=1.C(=O)(O)[O-].[Na+]. (3) The reactants are: [F:1][C:2]1[CH:7]=[CH:6][C:5]([C:8]2([OH:27])[CH2:15][CH:14]3[CH:10]([CH2:11][CH:12]([NH:16][CH2:17][C:18]([N:20]4[CH2:24][CH2:23][CH2:22][CH:21]4[C:25]#[N:26])=[O:19])[CH2:13]3)[CH2:9]2)=[CH:4][CH:3]=1.[ClH:28]. Given the product [ClH:28].[F:1][C:2]1[CH:3]=[CH:4][C:5]([C:8]2([OH:27])[CH2:15][CH:14]3[CH:10]([CH2:11][CH:12]([NH:16][CH2:17][C:18]([N:20]4[CH2:24][CH2:23][CH2:22][CH:21]4[C:25]#[N:26])=[O:19])[CH2:13]3)[CH2:9]2)=[CH:6][CH:7]=1, predict the reactants needed to synthesize it. (4) Given the product [Cl:1][C:2]1[CH:3]=[C:4]([N:9]2[CH2:10][CH2:11][N:12]([C:15]([C@@H:17]3[NH:18][CH2:19][CH2:20][N:21]([CH:23]4[CH2:28][CH2:27][C:26]([C:29]5[CH:34]=[CH:33][CH:32]=[CH:31][N:30]=5)([OH:35])[CH2:25][CH2:24]4)[CH2:22]3)=[O:16])[CH2:13][CH2:14]2)[CH:5]=[CH:6][C:7]=1[Cl:8], predict the reactants needed to synthesize it. The reactants are: [Cl:1][C:2]1[CH:3]=[C:4]([N:9]2[CH2:14][CH2:13][N:12]([C:15]([C@H:17]3[CH2:22][N:21]([CH:23]4[CH2:28][CH2:27][C:26]([OH:35])([C:29]5[CH:34]=[CH:33][CH:32]=[CH:31][N:30]=5)[CH2:25][CH2:24]4)[CH2:20][CH2:19][N:18]3C(OC(C)(C)C)=O)=[O:16])[CH2:11][CH2:10]2)[CH:5]=[CH:6][C:7]=1[Cl:8].FC(F)(F)C(O)=O. (5) Given the product [CH2:24]([NH:31][C:20]([CH2:19][NH:18][C:16]([C:12]1[S:13][CH:14]=[CH:15][C:11]=1[NH:10][C:9]1[CH:8]=[CH:7][N:6]=[C:5]2[NH:1][CH:2]=[CH:3][C:4]=12)=[O:17])=[O:22])[C:25]1[CH:30]=[CH:29][CH:28]=[CH:27][CH:26]=1, predict the reactants needed to synthesize it. The reactants are: [NH:1]1[C:5]2=[N:6][CH:7]=[CH:8][C:9]([NH:10][C:11]3[CH:15]=[CH:14][S:13][C:12]=3[C:16]([NH:18][CH2:19][C:20]([O:22]C)=O)=[O:17])=[C:4]2[CH:3]=[CH:2]1.[CH2:24]([NH2:31])[C:25]1[CH:30]=[CH:29][CH:28]=[CH:27][CH:26]=1.C[Al](C)C.O. (6) The reactants are: [NH2:1][CH:2]([C:5]1[CH:10]=[CH:9][C:8]([C:11]([F:14])([F:13])[F:12])=[CH:7][CH:6]=1)[CH2:3][OH:4].[N:15]([C:18]1[CH:23]=[CH:22][C:21]([C:24]2[N:28]=[CH:27][N:26]([C:29]3[CH:34]=[CH:33][C:32]([C:35]([F:38])([F:37])[F:36])=[CH:31][CH:30]=3)[N:25]=2)=[CH:20][CH:19]=1)=[C:16]=[S:17]. Given the product [OH:4][CH2:3][CH:2]([NH:1][C:16]([NH:15][C:18]1[CH:23]=[CH:22][C:21]([C:24]2[N:28]=[CH:27][N:26]([C:29]3[CH:34]=[CH:33][C:32]([C:35]([F:38])([F:36])[F:37])=[CH:31][CH:30]=3)[N:25]=2)=[CH:20][CH:19]=1)=[S:17])[C:5]1[CH:6]=[CH:7][C:8]([C:11]([F:12])([F:13])[F:14])=[CH:9][CH:10]=1, predict the reactants needed to synthesize it. (7) Given the product [ClH:25].[CH2:26]([N:33]1[C:37]2=[C:38]([C:42]3[CH:43]=[CH:44][C:45]([S:48][CH3:49])=[CH:46][CH:47]=3)[N:39]=[CH:40][CH:41]=[C:36]2[C:17]([CH2:16][O:15][CH2:14][CH3:13])=[C:34]1[CH3:35])[C:27]1[CH:28]=[CH:29][CH:30]=[CH:31][CH:32]=1, predict the reactants needed to synthesize it. The reactants are: [CH2:13]1O[CH2:17][CH2:16][O:15][CH2:14][CH2:13]O[CH2:17][CH2:16][O:15][CH2:14][CH2:13]O[CH2:17][CH2:16][O:15][CH2:14]1.CC(C)([O-])C.[K+].[ClH:25].[CH2:26]([N:33]1[C:37]2=[C:38]([C:42]3[CH:47]=[CH:46][C:45]([S:48][CH3:49])=[CH:44][CH:43]=3)[N:39]=[CH:40][CH:41]=[C:36]2[C:35](CO)=[C:34]1C)[C:27]1[CH:32]=[CH:31][CH:30]=[CH:29][CH:28]=1.ICC. (8) The reactants are: Cl[CH2:2][C:3]1[CH:4]=[CH:5][C:6]([O:9][CH2:10][C:11]2[N:12]=[C:13]([C:17]3[O:18][CH:19]=[CH:20][CH:21]=3)[O:14][C:15]=2[CH3:16])=[N:7][CH:8]=1.[OH:22][C:23]1[C:27]([CH:28]=[O:29])=[CH:26][N:25]([C:30]2[CH:35]=[CH:34][CH:33]=[CH:32][CH:31]=2)[N:24]=1.CN(C)C=O.[H-].[Na+]. Given the product [O:18]1[CH:19]=[CH:20][CH:21]=[C:17]1[C:13]1[O:14][C:15]([CH3:16])=[C:11]([CH2:10][O:9][C:6]2[N:7]=[CH:8][C:3]([CH2:2][O:22][C:23]3[C:27]([CH:28]=[O:29])=[CH:26][N:25]([C:30]4[CH:31]=[CH:32][CH:33]=[CH:34][CH:35]=4)[N:24]=3)=[CH:4][CH:5]=2)[N:12]=1, predict the reactants needed to synthesize it. (9) Given the product [Br:1][C:2]1[C:3]([N:10]2[CH2:15][CH2:14][CH:13]([CH2:16][O:17][CH:19]3[CH2:20][CH2:21][CH2:22][CH2:23][O:18]3)[CH2:12][CH2:11]2)=[N:4][C:5]([O:8][CH3:9])=[N:6][CH:7]=1, predict the reactants needed to synthesize it. The reactants are: [Br:1][C:2]1[C:3]([N:10]2[CH2:15][CH2:14][CH:13]([CH2:16][OH:17])[CH2:12][CH2:11]2)=[N:4][C:5]([O:8][CH3:9])=[N:6][CH:7]=1.[O:18]1[CH:23]=[CH:22][CH2:21][CH2:20][CH2:19]1.C1(C)C=CC(S(O)(=O)=O)=CC=1.C(=O)([O-])O.[Na+].